This data is from Full USPTO retrosynthesis dataset with 1.9M reactions from patents (1976-2016). The task is: Predict the reactants needed to synthesize the given product. Given the product [CH2:29]([N:28]1[C:24]([C@H:19]2[CH2:20][CH2:21][CH2:22][CH2:23][C@@H:18]2[O:17][C:13]2[CH:12]=[C:11]([F:31])[C:10]([S:7]([NH:6][C:32]3[CH:37]=[CH:36][N:35]=[CH:34][N:33]=3)(=[O:8])=[O:9])=[C:15]([F:16])[CH:14]=2)=[CH:25][CH:26]=[N:27]1)[CH3:30], predict the reactants needed to synthesize it. The reactants are: COC1C=C(OC)C=CC=1C[N:6]([C:32]1[CH:37]=[CH:36][N:35]=[CH:34][N:33]=1)[S:7]([C:10]1[C:15]([F:16])=[CH:14][C:13]([O:17][C@H:18]2[CH2:23][CH2:22][CH2:21][CH2:20][C@@H:19]2[C:24]2[N:28]([CH2:29][CH3:30])[N:27]=[CH:26][CH:25]=2)=[CH:12][C:11]=1[F:31])(=[O:9])=[O:8].C([SiH](CC)CC)C.FC(F)(F)C(O)=O.